This data is from Forward reaction prediction with 1.9M reactions from USPTO patents (1976-2016). The task is: Predict the product of the given reaction. (1) Given the reactants [C:1]([C:9]1[CH:24]=[C:23]([CH2:25][CH3:26])[CH:22]=[CH:21][C:10]=1[O:11][C@@H:12]([CH3:20])[CH2:13][CH2:14][O:15]S(C)(=O)=O)(=[O:8])[C:2]1[CH:7]=[CH:6][CH:5]=[CH:4][CH:3]=1.C([O:29][C:30](=[O:41])[CH2:31][CH2:32][C:33]1[CH:34]=[N:35][C:36](O)=[CH:37][C:38]=1[CH3:39])C.C(=O)([O-])[O-].[Cs+].[Cs+].[OH-].[Na+], predict the reaction product. The product is: [C:1]([C:9]1[CH:24]=[C:23]([CH2:25][CH3:26])[CH:22]=[CH:21][C:10]=1[O:11][C@H:12]([CH3:20])[CH2:13][CH2:14][O:15][C:36]1[N:35]=[CH:34][C:33]([CH2:32][CH2:31][C:30]([OH:41])=[O:29])=[C:38]([CH3:39])[CH:37]=1)(=[O:8])[C:2]1[CH:7]=[CH:6][CH:5]=[CH:4][CH:3]=1. (2) Given the reactants [H-].[Na+].CI.[Br:5][C:6]1[CH:7]=[CH:8][CH:9]=[C:10]2[C:14]=1[NH:13][CH:12]=[CH:11]2.[C:15]([O-])(O)=O.[Na+], predict the reaction product. The product is: [CH3:15][N:13]1[C:14]2[C:10](=[CH:9][CH:8]=[CH:7][C:6]=2[Br:5])[CH:11]=[CH:12]1. (3) Given the reactants Cl[C:2]1[N:7]=[CH:6][N:5]=[C:4]([NH:8][C:9]2[CH:10]=[C:11]([CH2:15][S:16]([NH2:19])(=[O:18])=[O:17])[CH:12]=[CH:13][CH:14]=2)[N:3]=1.[S:20]1[C:28]2[CH2:27][CH2:26][NH:25][CH2:24][C:23]=2[CH:22]=[CH:21]1, predict the reaction product. The product is: [S:20]1[C:28]2[CH2:27][CH2:26][N:25]([C:2]3[N:7]=[CH:6][N:5]=[C:4]([NH:8][C:9]4[CH:10]=[C:11]([CH2:15][S:16]([NH2:19])(=[O:18])=[O:17])[CH:12]=[CH:13][CH:14]=4)[N:3]=3)[CH2:24][C:23]=2[CH:22]=[CH:21]1. (4) Given the reactants [CH3:1][C:2]1[C:6]2[C:7](=[O:19])[N:8]([CH2:12][CH2:13][N:14]3[CH2:18][CH2:17][CH2:16][CH2:15]3)[CH2:9][CH2:10][CH2:11][C:5]=2[NH:4][C:3]=1[CH:20]=O.[Br:22][C:23]1[CH:24]=[C:25]2[C:29](=[CH:30][CH:31]=1)[NH:28][C:27](=[O:32])[CH2:26]2, predict the reaction product. The product is: [Br:22][C:23]1[CH:24]=[C:25]2[C:29](=[CH:30][CH:31]=1)[NH:28][C:27](=[O:32])[C:26]2=[CH:20][C:3]1[NH:4][C:5]2[CH2:11][CH2:10][CH2:9][N:8]([CH2:12][CH2:13][N:14]3[CH2:15][CH2:16][CH2:17][CH2:18]3)[C:7](=[O:19])[C:6]=2[C:2]=1[CH3:1]. (5) Given the reactants [C:1]([C:4]1[CH:9]=[CH:8][C:7]([CH:10]2[CH2:15][CH2:14][N:13]([C:16]([O:18][CH2:19][C:20]3[CH:25]=[CH:24][CH:23]=[CH:22][CH:21]=3)=[O:17])[CH2:12][CH:11]2[O:26][CH2:27][C:28]2[CH:29]=[CH:30][C:31]3[O:36][CH2:35][CH2:34][N:33]([CH2:37][CH2:38][CH2:39][O:40][CH3:41])[C:32]=3[CH:42]=2)=[CH:6][CH:5]=1)(O)=[O:2].[O:43]([C@@H:50]1[CH2:54][CH2:53][NH:52][CH2:51]1)[C:44]1[CH:49]=[CH:48][CH:47]=[CH:46][CH:45]=1, predict the reaction product. The product is: [CH3:41][O:40][CH2:39][CH2:38][CH2:37][N:33]1[C:32]2[CH:42]=[C:28]([CH2:27][O:26][CH:11]3[CH:10]([C:7]4[CH:6]=[CH:5][C:4]([C:1]([N:52]5[CH2:53][CH2:54][CH:50]([O:43][C:44]6[CH:45]=[CH:46][CH:47]=[CH:48][CH:49]=6)[CH2:51]5)=[O:2])=[CH:9][CH:8]=4)[CH2:15][CH2:14][N:13]([C:16]([O:18][CH2:19][C:20]4[CH:21]=[CH:22][CH:23]=[CH:24][CH:25]=4)=[O:17])[CH2:12]3)[CH:29]=[CH:30][C:31]=2[O:36][CH2:35][CH2:34]1. (6) Given the reactants [C:1]([O:5][C:6]([N:8]1[CH2:13][CH2:12][N:11]([C:14]2[CH:19]=[CH:18][CH:17]=[CH:16][C:15]=2Br)[CH2:10][CH2:9]1)=[O:7])([CH3:4])([CH3:3])[CH3:2].[CH:21]([C:23]1[CH:28]=[CH:27][C:26](B(O)O)=[CH:25][CH:24]=1)=[O:22].C(=O)([O-])[O-].[Na+].[Na+], predict the reaction product. The product is: [C:1]([O:5][C:6]([N:8]1[CH2:13][CH2:12][N:11]([C:14]2[CH:19]=[CH:18][CH:17]=[CH:16][C:15]=2[C:26]2[CH:27]=[CH:28][C:23]([CH:21]=[O:22])=[CH:24][CH:25]=2)[CH2:10][CH2:9]1)=[O:7])([CH3:4])([CH3:3])[CH3:2].